From a dataset of Forward reaction prediction with 1.9M reactions from USPTO patents (1976-2016). Predict the product of the given reaction. (1) Given the reactants Br[C:2]1[C:3](C)=[CH:4][C:5](=[O:9])[N:6]([CH3:8])[CH:7]=1.[CH3:11][S:12]([NH:15][C:16]1[CH:17]=[C:18](B(O)O)[CH:19]=[CH:20][CH:21]=1)(=[O:14])=[O:13], predict the reaction product. The product is: [CH3:8][N:6]1[C:5](=[O:9])[CH:4]=[CH:3][C:2]([C:20]2[CH:21]=[C:16]([NH:15][S:12]([CH3:11])(=[O:13])=[O:14])[CH:17]=[CH:18][CH:19]=2)=[CH:7]1. (2) Given the reactants [Br:1][C:2]1[CH:7]=[CH:6][C:5](B(O)O)=[CH:4][CH:3]=1.C(=O)([O-])[O-].[Cs+].[Cs+].[O:17]=[S:18]1(=[O:35])[CH2:23][CH2:22][N:21]2[CH2:24][CH2:25][CH2:26][C@@H:27]([C:28]3[CH:33]=[CH:32][C:31]([OH:34])=[CH:30][CH:29]=3)[C:20]2=[N:19]1.[Cl-].[Ca+2].[Cl-], predict the reaction product. The product is: [Br:1][C:2]1[CH:7]=[CH:6][C:5]([O:34][C:31]2[CH:30]=[CH:29][C:28]([C@H:27]3[C:20]4=[N:19][S:18](=[O:35])(=[O:17])[CH2:23][CH2:22][N:21]4[CH2:24][CH2:25][CH2:26]3)=[CH:33][CH:32]=2)=[CH:4][CH:3]=1. (3) Given the reactants CON(C)[C:4](=[O:17])[C:5]1[CH:10]=[CH:9][C:8]([O:11][CH2:12][C:13]([F:16])([F:15])[F:14])=[N:7][CH:6]=1.[CH3:19][Mg]Br.C(=O)([O-])O.[Na+], predict the reaction product. The product is: [F:16][C:13]([F:14])([F:15])[CH2:12][O:11][C:8]1[N:7]=[CH:6][C:5]([C:4](=[O:17])[CH3:19])=[CH:10][CH:9]=1. (4) Given the reactants Cl[C:2]1[N:7]=[CH:6][N:5]=[C:4]([NH:8][CH:9]2[CH2:14][CH2:13][CH2:12][N:11](C(OC(C)(C)C)=O)[CH2:10]2)[CH:3]=1.[Cl:22][C:23]1[CH:24]=[C:25]([CH:27]=[CH:28][C:29]=1[F:30])[NH2:26], predict the reaction product. The product is: [Cl:22][C:23]1[CH:24]=[C:25]([NH:26][C:2]2[CH:3]=[C:4]([NH:8][CH:9]3[CH2:14][CH2:13][CH2:12][NH:11][CH2:10]3)[N:5]=[CH:6][N:7]=2)[CH:27]=[CH:28][C:29]=1[F:30]. (5) Given the reactants [O:1]1[C:7]2[CH:8]=[CH:9][C:10]([CH2:12][CH2:13][CH:14]([NH2:18])[CH:15]([CH3:17])[CH3:16])=[CH:11][C:6]=2[O:5][CH2:4][CH2:3][CH2:2]1.[CH3:19][CH:20]([CH2:24][NH:25][C:26]([O:28][C:29]([CH3:32])([CH3:31])[CH3:30])=[O:27])[C:21](O)=[O:22].Cl.C(N=C=NCCCN(C)C)C.O, predict the reaction product. The product is: [CH3:19][CH:20]([CH2:24][NH:25][C:26]([O:28][C:29]([CH3:30])([CH3:32])[CH3:31])=[O:27])[C:21]([NH:18][CH:14]([CH:15]([CH3:16])[CH3:17])[CH2:13][CH2:12][C:10]1[CH:9]=[CH:8][C:7]2[O:1][CH2:2][CH2:3][CH2:4][O:5][C:6]=2[CH:11]=1)=[O:22].